Dataset: Reaction yield outcomes from USPTO patents with 853,638 reactions. Task: Predict the reaction yield, written as a fraction of the theoretical maximum amount of product (1.0 means a 100% yield; for example, 0.34 means a 34% yield). (1) The reactants are [Si:1]([O:8][CH2:9][CH2:10][CH2:11][C:12]([OH:14])=[O:13])([C:4]([CH3:7])([CH3:6])[CH3:5])([CH3:3])[CH3:2].[CH3:15]COCC. No catalyst specified. The product is [Si:1]([O:8][CH2:9][CH2:10][CH2:11][C:12]([O:14][CH3:15])=[O:13])([C:4]([CH3:7])([CH3:6])[CH3:5])([CH3:3])[CH3:2]. The yield is 0.950. (2) The reactants are C1N=CN(C(N2C=NC=C2)=O)C=1.[C:13]([OH:22])(=[O:21])[C:14]1[C:15](=[CH:17][CH:18]=[CH:19][CH:20]=1)[OH:16].[CH2:23](O)[CH2:24][CH3:25].O. The catalyst is CN(C=O)C. The product is [OH:16][C:15]1[CH:17]=[CH:18][CH:19]=[CH:20][C:14]=1[C:13]([O:22][CH2:23][CH2:24][CH3:25])=[O:21]. The yield is 0.790.